Dataset: Forward reaction prediction with 1.9M reactions from USPTO patents (1976-2016). Task: Predict the product of the given reaction. (1) Given the reactants [OH:1][C:2]1[CH:3]=[C:4]([CH:19]=[CH:20][CH:21]=1)[CH:5]=[C:6]1[CH2:11][CH2:10][N:9]([C:12]([O:14][C:15]([CH3:18])([CH3:17])[CH3:16])=[O:13])[CH2:8][CH2:7]1.Br[C:23]1[CH:28]=[CH:27][CH:26]=[CH:25][N:24]=1.C(=O)([O-])[O-].[Cs+].[Cs+], predict the reaction product. The product is: [C:15]([O:14][C:12]([N:9]1[CH2:8][CH2:7][C:6](=[CH:5][C:4]2[CH:19]=[CH:20][CH:21]=[C:2]([O:1][C:23]3[CH:28]=[CH:27][CH:26]=[CH:25][N:24]=3)[CH:3]=2)[CH2:11][CH2:10]1)=[O:13])([CH3:18])([CH3:16])[CH3:17]. (2) The product is: [CH3:23][N:24]([CH2:25][CH2:26][C:27]1[CH:32]=[CH:31][CH:30]=[CH:29][CH:28]=1)[C:16](=[O:17])[C:15]1[CH:19]=[CH:20][C:12]([N:5]2[C:6]3[CH2:7][CH2:8][CH2:9][CH2:10][C:11]=3[C:3]([C:2]([F:22])([F:1])[F:21])=[N:4]2)=[CH:13][CH:14]=1. Given the reactants [F:1][C:2]([F:22])([F:21])[C:3]1[C:11]2[CH2:10][CH2:9][CH2:8][CH2:7][C:6]=2[N:5]([C:12]2[CH:20]=[CH:19][C:15]([C:16](O)=[O:17])=[CH:14][CH:13]=2)[N:4]=1.[CH3:23][NH:24][CH2:25][CH2:26][C:27]1[CH:32]=[CH:31][CH:30]=[CH:29][CH:28]=1, predict the reaction product. (3) Given the reactants [OH:1][C:2]1[CH:3]=[CH:4][C:5]([CH3:18])=[C:6]([NH:8][C:9]([C:11]2[N:15]([CH3:16])[N:14]=[C:13]([CH3:17])[CH:12]=2)=[O:10])[CH:7]=1.Br[C:20]1[CH:21]=[CH:22][C:23]([N+:26]([O-:28])=[O:27])=[N:24][CH:25]=1.C(=O)([O-])[O-].[Cs+].[Cs+].CN(C)C=O, predict the reaction product. The product is: [CH3:16][N:15]1[C:11]([C:9]([NH:8][C:6]2[CH:7]=[C:2]([O:1][C:20]3[CH:25]=[N:24][C:23]([N+:26]([O-:28])=[O:27])=[CH:22][CH:21]=3)[CH:3]=[CH:4][C:5]=2[CH3:18])=[O:10])=[CH:12][C:13]([CH3:17])=[N:14]1.